From a dataset of Full USPTO retrosynthesis dataset with 1.9M reactions from patents (1976-2016). Predict the reactants needed to synthesize the given product. (1) Given the product [C:1]1([CH:7]([C:29]2[CH:34]=[CH:33][CH:32]=[CH:31][CH:30]=2)[CH2:8][NH:9][C:10]2[N:18]=[C:17]([C:35]#[N:36])[N:16]=[C:15]3[C:11]=2[N:12]=[CH:13][N:14]3[CH:23]2[CH2:28][CH2:27][CH2:26][CH2:25][O:24]2)[CH:6]=[CH:5][CH:4]=[CH:3][CH:2]=1, predict the reactants needed to synthesize it. The reactants are: [C:1]1([CH:7]([C:29]2[CH:34]=[CH:33][CH:32]=[CH:31][CH:30]=2)[CH2:8][NH:9][C:10]2[N:18]=[C:17](S(C)(=O)=O)[N:16]=[C:15]3[C:11]=2[N:12]=[CH:13][N:14]3[CH:23]2[CH2:28][CH2:27][CH2:26][CH2:25][O:24]2)[CH:6]=[CH:5][CH:4]=[CH:3][CH:2]=1.[CH3:35][N:36](C)C=O.[C-]#N.[K+]. (2) Given the product [ClH:21].[CH2:40]([N:30]1[C:31](=[O:39])[C:32]([CH3:37])([CH3:38])[C:33](=[O:36])[N:34]([CH3:35])[C:28]2[CH:27]=[C:26]([O:25][CH2:24][CH2:23][CH2:22][N:16]3[CH2:17][CH2:18][CH2:19][CH2:20][CH:15]3[C:9]3[CH:14]=[CH:13][CH:12]=[CH:11][CH:10]=3)[CH:43]=[CH:42][C:29]1=2)[CH3:41], predict the reactants needed to synthesize it. The reactants are: C(=O)([O-])[O-].[K+].[K+].[I-].[Na+].[C:9]1([CH:15]2[CH2:20][CH2:19][CH2:18][CH2:17][NH:16]2)[CH:14]=[CH:13][CH:12]=[CH:11][CH:10]=1.[Cl:21][CH2:22][CH2:23][CH2:24][O:25][C:26]1[CH:43]=[CH:42][C:29]2[N:30]([CH2:40][CH3:41])[C:31](=[O:39])[C:32]([CH3:38])([CH3:37])[C:33](=[O:36])[N:34]([CH3:35])[C:28]=2[CH:27]=1.C(OC(=O)C)C.Cl. (3) Given the product [C:1]1(/[C:7](/[C:8]#[N:9])=[C:7](/[C:1]2[CH:6]=[CH:5][CH:4]=[CH:3][CH:2]=2)\[C:8]#[N:9])[CH:6]=[CH:5][CH:4]=[CH:3][CH:2]=1, predict the reactants needed to synthesize it. The reactants are: [C:1]1([CH2:7][C:8]#[N:9])[CH:6]=[CH:5][CH:4]=[CH:3][CH:2]=1.II.C[O-].[Na+]. (4) Given the product [Cl:1][C:2]1[CH:3]=[C:4]([C@@H:8]([OH:21])[CH2:9][N:10]([CH2:11][CH2:12][C:13]2[CH:18]=[CH:17][C:16]([I:19])=[CH:15][CH:14]=2)[C:25](=[O:26])[O:27][C:28]([CH3:31])([CH3:30])[CH3:29])[CH:5]=[CH:6][CH:7]=1, predict the reactants needed to synthesize it. The reactants are: [Cl:1][C:2]1[CH:3]=[C:4]([C@@H:8]([OH:21])[CH2:9][NH:10][C:11](=O)[CH2:12][C:13]2[CH:18]=[CH:17][C:16]([I:19])=[CH:15][CH:14]=2)[CH:5]=[CH:6][CH:7]=1.Cl.[OH-].[Na+].[C:25](O[C:25]([O:27][C:28]([CH3:31])([CH3:30])[CH3:29])=[O:26])([O:27][C:28]([CH3:31])([CH3:30])[CH3:29])=[O:26]. (5) Given the product [O:42]=[C:17]1[C:16]([CH2:15][C:12]2[CH:11]=[CH:10][C:9]([C:4]3[C:3]([C:1]#[N:2])=[CH:8][CH:7]=[CH:6][CH:5]=3)=[CH:14][CH:13]=2)=[C:21]([CH2:22][CH2:23][CH3:24])[N:20]2[N:25]=[CH:26][N:27]=[C:19]2[N:18]1[C@H:28]1[CH2:29][CH2:30][C@H:31]([O:34][CH2:35][C:36](=[O:37])[CH:43]=[CH2:44])[CH2:32][CH2:33]1, predict the reactants needed to synthesize it. The reactants are: [C:1]([C:3]1[CH:8]=[CH:7][CH:6]=[CH:5][C:4]=1[C:9]1[CH:14]=[CH:13][C:12]([CH2:15][C:16]2[C:17](=[O:42])[N:18]([C@H:28]3[CH2:33][CH2:32][C@H:31]([O:34][CH2:35][C:36](N(OC)C)=[O:37])[CH2:30][CH2:29]3)[C:19]3[N:20]([N:25]=[CH:26][N:27]=3)[C:21]=2[CH2:22][CH2:23][CH3:24])=[CH:11][CH:10]=1)#[N:2].[CH:43]([Mg]Br)=[CH2:44].Cl.